This data is from Reaction yield outcomes from USPTO patents with 853,638 reactions. The task is: Predict the reaction yield, written as a fraction of the theoretical maximum amount of product (1.0 means a 100% yield; for example, 0.34 means a 34% yield). (1) The reactants are N1C=CN=C1.[Si:6](Cl)([C:9]([CH3:12])([CH3:11])[CH3:10])([CH3:8])[CH3:7].[CH3:14][O:15][C:16](=[O:21])[C@H:17]([CH3:20])[CH2:18][OH:19].O. The catalyst is CN(C)C=O. The product is [CH3:14][O:15][C:16](=[O:21])[C@H:17]([CH3:20])[CH2:18][O:19][Si:6]([C:9]([CH3:12])([CH3:11])[CH3:10])([CH3:8])[CH3:7]. The yield is 0.950. (2) The reactants are [CH3:1][C:2]1([CH3:12])[C:11]2[C:6](=[CH:7][CH:8]=[CH:9][CH:10]=2)[NH:5][CH2:4][CH2:3]1.[N+:13]([O-])([O-:15])=[O:14].[K+].C([O-])([O-])=O.[Na+].[Na+]. The catalyst is OS(O)(=O)=O. The product is [CH3:1][C:2]1([CH3:12])[C:11]2[C:6](=[CH:7][C:8]([N+:13]([O-:15])=[O:14])=[CH:9][CH:10]=2)[NH:5][CH2:4][CH2:3]1. The yield is 0.500. (3) The reactants are [Br:1][C:2]1[CH:7]=[CH:6][C:5]([N+:8]([O-:10])=[O:9])=[C:4](F)[CH:3]=1.C(N(C(C)C)CC)(C)C.[NH2:21][C:22]1[CH:27]=[CH:26][CH:25]=[CH:24][CH:23]=1.O. The catalyst is CN1CCCC1=O. The product is [Br:1][C:2]1[CH:7]=[CH:6][C:5]([N+:8]([O-:10])=[O:9])=[C:4]([NH:21][C:22]2[CH:27]=[CH:26][CH:25]=[CH:24][CH:23]=2)[CH:3]=1. The yield is 0.770. (4) The reactants are [Cl-:1].[NH3+:2][CH2:3][CH2:4][CH2:5][CH2:6][C:7]([C:9]1[CH:10]=[NH+:11][CH:12]=[CH:13][CH:14]=1)=O.[Cl-].[Cl:16][C:17]1[CH:31]=[CH:30][C:20]([O:21][C:22]2[CH:23]=[C:24]([CH:27]=[CH:28][CH:29]=2)[CH:25]=O)=[CH:19][CH:18]=1. The catalyst is C(O)(C)C. The product is [ClH:16].[ClH:1].[Cl:16][C:17]1[CH:31]=[CH:30][C:20]([O:21][C:22]2[CH:23]=[C:24]([CH:27]=[CH:28][CH:29]=2)[CH:25]=[C:6]2[CH2:5][CH2:4][CH2:3][N:2]=[C:7]2[C:9]2[CH:10]=[N:11][CH:12]=[CH:13][CH:14]=2)=[CH:19][CH:18]=1. The yield is 0.560. (5) The catalyst is ClCCl. The product is [C:1]([NH:5][C:6]1[CH:7]=[C:8]([CH:53]=[CH:54][C:55]=1[F:56])[C:9]([NH:11][C:12]1[CH:17]=[C:16]([C:18]2[NH:26][C:25]3[C:24]4([CH2:31][CH2:30][CH2:29][NH:28][CH2:27]4)[CH2:23][NH:22][C:21](=[O:52])[C:20]=3[CH:19]=2)[CH:15]=[CH:14][N:13]=1)=[O:10])(=[O:4])[CH:2]=[CH2:3]. The yield is 0.150. The reactants are [C:1]([NH:5][C:6]1[CH:7]=[C:8]([CH:53]=[CH:54][C:55]=1[F:56])[C:9]([NH:11][C:12]1[CH:17]=[C:16]([C:18]2[NH:26][C:25]3[C:24]4([CH2:31][CH2:30][CH2:29][N:28](C(OC(C)(C)C)=O)[CH2:27]4)[CH2:23][N:22](CC4C(OC)=CC(OC)=CC=4OC)[C:21](=[O:52])[C:20]=3[CH:19]=2)[CH:15]=[CH:14][N:13]=1)=[O:10])(=[O:4])[CH:2]=[CH2:3].FC(F)(F)C(O)=O.